Task: Predict which catalyst facilitates the given reaction.. Dataset: Catalyst prediction with 721,799 reactions and 888 catalyst types from USPTO Reactant: C(OC([N:8]1[C:12]2([CH2:17][CH2:16][N:15]([C:18]([O:20][C:21]([CH3:24])([CH3:23])[CH3:22])=[O:19])[CH2:14][CH2:13]2)[C:11](=[O:25])N(C(OC(C)(C)C)=O)C1=O)=O)(C)(C)C.[OH-:34].[Na+].Cl[C:37]([O:39][CH2:40][C:41]1[CH:46]=[CH:45][CH:44]=[CH:43][CH:42]=1)=[O:38]. Product: [C:21]([O:20][C:18]([N:15]1[CH2:14][CH2:13][C:12]([NH:8][C:37]([O:39][CH2:40][C:41]2[CH:46]=[CH:45][CH:44]=[CH:43][CH:42]=2)=[O:38])([C:11]([OH:25])=[O:34])[CH2:17][CH2:16]1)=[O:19])([CH3:22])([CH3:23])[CH3:24]. The catalyst class is: 1.